From a dataset of Forward reaction prediction with 1.9M reactions from USPTO patents (1976-2016). Predict the product of the given reaction. (1) Given the reactants [NH2:1][C:2]1[CH:7]=[CH:6][C:5]([N+:8]([O-:10])=[O:9])=[CH:4][C:3]=1[OH:11].Br[CH:13]1[CH2:17][CH2:16][O:15][C:14]1=[O:18].C(=O)([O-])[O-].[K+].[K+], predict the reaction product. The product is: [OH:18][CH2:14][CH2:13][CH:17]1[C:16](=[O:15])[NH:1][C:2]2[CH:7]=[CH:6][C:5]([N+:8]([O-:10])=[O:9])=[CH:4][C:3]=2[O:11]1. (2) Given the reactants C([O:3][C:4](=[O:32])[CH:5]=[C:6]([C:8]1[S:12][C:11]2[CH:13]=[CH:14][CH:15]=[C:16]([C:17]3[CH:22]=[C:21]([CH:23]([CH3:25])[CH3:24])[CH:20]=[C:19]([CH:26]([CH3:28])[CH3:27])[C:18]=3[O:29][CH2:30][CH3:31])[C:10]=2[CH:9]=1)[CH3:7])C.C1COCC1.[Li+].[OH-], predict the reaction product. The product is: [CH2:30]([O:29][C:18]1[C:19]([CH:26]([CH3:28])[CH3:27])=[CH:20][C:21]([CH:23]([CH3:24])[CH3:25])=[CH:22][C:17]=1[C:16]1[C:10]2[CH:9]=[C:8]([C:6]([CH3:7])=[CH:5][C:4]([OH:32])=[O:3])[S:12][C:11]=2[CH:13]=[CH:14][CH:15]=1)[CH3:31]. (3) Given the reactants C([O:8][C:9]1[C:10](=[O:27])[CH:11]=[C:12]([CH2:15][NH:16][S:17]([C:20]2[CH:25]=[CH:24][C:23]([CH3:26])=[CH:22][CH:21]=2)(=[O:19])=[O:18])[O:13][CH:14]=1)C1C=CC=CC=1.OC1C(=O)C=C(CNS(C2C=CC=CC=2)(=O)=O)OC=1, predict the reaction product. The product is: [OH:8][C:9]1[C:10](=[O:27])[CH:11]=[C:12]([CH2:15][NH:16][S:17]([C:20]2[CH:25]=[CH:24][C:23]([CH3:26])=[CH:22][CH:21]=2)(=[O:19])=[O:18])[O:13][CH:14]=1. (4) Given the reactants [CH3:1][N:2]([CH3:23])[C:3]([C:5]1[CH:6]=[C:7]([O:15][CH2:16][C:17]2[CH:22]=[CH:21][CH:20]=[CH:19][CH:18]=2)[C:8]2[N:12]=[C:11]([CH3:13])[NH:10][C:9]=2[CH:14]=1)=[O:4].[C:24]([O:28][C:29](O[C:29]([O:28][C:24]([CH3:27])([CH3:26])[CH3:25])=[O:30])=[O:30])([CH3:27])([CH3:26])[CH3:25], predict the reaction product. The product is: [CH3:23][N:2]([CH3:1])[C:3]([C:5]1[CH:6]=[C:7]([O:15][CH2:16][C:17]2[CH:22]=[CH:21][CH:20]=[CH:19][CH:18]=2)[C:8]2[N:12]=[C:11]([CH3:13])[N:10]([C:29]([O:28][C:24]([CH3:27])([CH3:26])[CH3:25])=[O:30])[C:9]=2[CH:14]=1)=[O:4].